Dataset: Reaction yield outcomes from USPTO patents with 853,638 reactions. Task: Predict the reaction yield, written as a fraction of the theoretical maximum amount of product (1.0 means a 100% yield; for example, 0.34 means a 34% yield). (1) The reactants are [ClH:1].[NH2:2][C:3]1[C:4]([C:8](=[N:10][OH:11])N)=[N:5][O:6][N:7]=1.N([O-])=O.[Na+]. The catalyst is O. The product is [NH2:2][C:3]1[C:4]([C:8]([Cl:1])=[N:10][OH:11])=[N:5][O:6][N:7]=1. The yield is 0.210. (2) The reactants are [CH3:1][N:2]([CH3:20])[C:3]1[N:8]=[CH:7][C:6]([C:9]2[N:13]3[CH:14]=[CH:15][CH:16]=[CH:17][C:12]3=[N:11][C:10]=2[CH2:18][OH:19])=[CH:5][CH:4]=1. The catalyst is C(Cl)(Cl)Cl. The product is [CH3:1][N:2]([CH3:20])[C:3]1[N:8]=[CH:7][C:6]([C:9]2[N:13]3[CH:14]=[CH:15][CH:16]=[CH:17][C:12]3=[N:11][C:10]=2[CH:18]=[O:19])=[CH:5][CH:4]=1. The yield is 0.570. (3) The reactants are [C:1]([C:3]1[CH:4]=[C:5]([CH:9]=[CH:10][C:11]=1[O:12][CH:13]([CH3:15])[CH3:14])[C:6](O)=[O:7])#[N:2].C(N1C=CN=C1)(N1C=CN=C1)=O.O.[NH2:29][NH2:30]. The product is [C:1]([C:3]1[CH:4]=[C:5]([CH:9]=[CH:10][C:11]=1[O:12][CH:13]([CH3:15])[CH3:14])[C:6]([NH:29][NH2:30])=[O:7])#[N:2]. The yield is 0.950. The catalyst is O1CCCC1. (4) The reactants are C[O-].[Na+].CO.[F:6][C:7]([F:14])([F:13])[C:8]([O:10]CC)=O.[N:15]1([C:20]2[CH:25]=[CH:24][C:23]([C:26](=[O:28])[CH3:27])=[CH:22][CH:21]=2)[CH:19]=[CH:18][CH:17]=[N:16]1. The catalyst is C(OC(C)(C)C)C. The product is [F:14][C:7]([F:6])([F:13])[C:8](=[O:10])[CH2:27][C:26]([C:23]1[CH:22]=[CH:21][C:20]([N:15]2[CH:19]=[CH:18][CH:17]=[N:16]2)=[CH:25][CH:24]=1)=[O:28]. The yield is 0.630.